Predict which catalyst facilitates the given reaction. From a dataset of Catalyst prediction with 721,799 reactions and 888 catalyst types from USPTO. (1) Reactant: [O:1]1[CH2:6][CH2:5][CH:4]([O:7][C:8]2[CH:15]=[CH:14][C:11]([C:12]#[N:13])=[CH:10][C:9]=2[C:16]#[N:17])[CH2:3][CH2:2]1.C[O-].[Na+].[N:21]#[C:22][NH2:23].[Cl-].[Na+]. Product: [C:22]([NH:23][C:12](=[NH:13])[C:11]1[CH:14]=[CH:15][C:8]([O:7][CH:4]2[CH2:5][CH2:6][O:1][CH2:2][CH2:3]2)=[C:9]([C:16]#[N:17])[CH:10]=1)#[N:21]. The catalyst class is: 5. (2) Reactant: [F:1][C:2]1[CH:7]=[CH:6][C:5]([C:8]2[CH:9]=[C:10]3[C:15](=[CH:16][CH:17]=2)[CH:14]=[C:13]([S:18]([C:21]2[C:29]4[N:28]=[CH:27][N:26](COCC[Si](C)(C)C)[C:25]=4[CH:24]=[CH:23][CH:22]=2)(=[O:20])=[O:19])[CH:12]=[CH:11]3)=[CH:4][CH:3]=1.[F-].C([N+](CCCC)(CCCC)CCCC)CCC. Product: [F:1][C:2]1[CH:7]=[CH:6][C:5]([C:8]2[CH:9]=[C:10]3[C:15](=[CH:16][CH:17]=2)[CH:14]=[C:13]([S:18]([C:21]2[C:29]4[N:28]=[CH:27][NH:26][C:25]=4[CH:24]=[CH:23][CH:22]=2)(=[O:20])=[O:19])[CH:12]=[CH:11]3)=[CH:4][CH:3]=1. The catalyst class is: 20.